This data is from Reaction yield outcomes from USPTO patents with 853,638 reactions. The task is: Predict the reaction yield, written as a fraction of the theoretical maximum amount of product (1.0 means a 100% yield; for example, 0.34 means a 34% yield). The reactants are [N+:1]([C:4]1[CH:5]=[N:6][CH:7]=[CH:8][C:9]=1[N:10]1[CH2:15][C@H:14]([C:16]([F:19])([F:18])[F:17])[CH2:13][C@H:12]([NH:20][C:21](=[O:27])[O:22][C:23]([CH3:26])([CH3:25])[CH3:24])[CH2:11]1)([O-])=O.CC(O)=O. The catalyst is [Fe].O. The product is [NH2:1][C:4]1[CH:5]=[N:6][CH:7]=[CH:8][C:9]=1[N:10]1[CH2:15][C@H:14]([C:16]([F:17])([F:19])[F:18])[CH2:13][C@H:12]([NH:20][C:21](=[O:27])[O:22][C:23]([CH3:25])([CH3:24])[CH3:26])[CH2:11]1. The yield is 1.00.